Predict the product of the given reaction. From a dataset of Forward reaction prediction with 1.9M reactions from USPTO patents (1976-2016). (1) Given the reactants Cl[S:2]([C:5]1[CH:13]=[CH:12][C:8]([C:9]([OH:11])=[O:10])=[CH:7][CH:6]=1)(=[O:4])=[O:3].[Cl:14][C:15]1[CH:16]=[C:17]([CH:19]=[CH:20][CH:21]=1)[NH2:18], predict the reaction product. The product is: [Cl:14][C:15]1[CH:16]=[C:17]([NH:18][S:2]([C:5]2[CH:13]=[CH:12][C:8]([C:9]([OH:11])=[O:10])=[CH:7][CH:6]=2)(=[O:4])=[O:3])[CH:19]=[CH:20][CH:21]=1. (2) Given the reactants N1[CH:6]=[CH:5][CH:4]=CC=1.[N+](C1C=CC(C[C:17]([OH:19])=[O:18])=CC=1)([O-])=O.[CH3:20][C:21]([CH3:26])([CH3:25])[C:22](Cl)=[O:23].[C:27]1(C)C=CC=CC=1, predict the reaction product. The product is: [CH3:20][C:21]([CH3:26])([CH3:25])[C:22]([O:19][C:17](=[O:18])[C:5]([CH3:4])([CH3:6])[CH3:27])=[O:23]. (3) Given the reactants C([C:4]1[CH:9]=[CH:8][CH:7]=[CH:6][C:5]=1[N:10]1[CH2:15][CH2:14][NH:13][CH2:12][CH2:11]1)(C)C.[I:16]C1C=CC=CC=1N.C(C1C=CC=CC=1N)(C)C.[K+].[Br-], predict the reaction product. The product is: [I:16][C:4]1[CH:9]=[CH:8][CH:7]=[CH:6][C:5]=1[N:10]1[CH2:15][CH2:14][NH:13][CH2:12][CH2:11]1. (4) Given the reactants [Br:1][C:2]1[CH:7]=[CH:6][C:5]([Cl:8])=[CH:4][C:3]=1[CH:9]([OH:13])[CH2:10][CH:11]=[CH2:12].C1COCC1.[H-].[Na+].[CH:21]1[CH:26]=[CH:25][C:24]([CH2:27]Br)=[CH:23][CH:22]=1, predict the reaction product. The product is: [CH2:27]([O:13][CH:9]([C:3]1[CH:4]=[C:5]([Cl:8])[CH:6]=[CH:7][C:2]=1[Br:1])[CH2:10][CH:11]=[CH2:12])[C:24]1[CH:25]=[CH:26][CH:21]=[CH:22][CH:23]=1. (5) The product is: [Br:14][C:15]1[N:16]=[C:17]([O:22][CH3:23])[C:18]([NH:21][S:10]([CH2:9][C:4]2[CH:5]=[CH:6][C:7]([Cl:8])=[C:2]([Cl:1])[CH:3]=2)(=[O:12])=[O:11])=[N:19][CH:20]=1. Given the reactants [Cl:1][C:2]1[CH:3]=[C:4]([CH2:9][S:10](Cl)(=[O:12])=[O:11])[CH:5]=[CH:6][C:7]=1[Cl:8].[Br:14][C:15]1[N:16]=[C:17]([O:22][CH3:23])[C:18]([NH2:21])=[N:19][CH:20]=1.N1C=CC=CC=1, predict the reaction product. (6) Given the reactants C([O:4][C@@H:5]1[C@@H:10]([O:11]C(=O)C)[C@H:9]([O:15]C(=O)C)[C@@H:8]([CH2:19][O:20]C(=O)C)[O:7][C@H:6]1[O:24][C:25]1[C:29]([CH2:30][C:31]2[CH:36]=[CH:35][C:34]([O:37][CH2:38][CH2:39][C:40]([OH:42])=O)=[CH:33][C:32]=2[CH3:43])=[C:28]([CH:44]([CH3:46])[CH3:45])[NH:27][N:26]=1)(=O)C.Cl.[NH2:48][CH2:49][CH2:50][CH2:51][CH2:52][C@H:53]([NH:57]C(OCC1C=CC=CC=1)=O)[C:54]([NH2:56])=[O:55].C(N1CCNCC1)C1C=CC=CC=1, predict the reaction product. The product is: [NH2:57][C@H:53]([C:54](=[O:55])[NH2:56])[CH2:52][CH2:51][CH2:50][CH2:49][NH:48][C:40]([CH2:39][CH2:38][O:37][C:34]1[CH:35]=[CH:36][C:31]([CH2:30][C:29]2[C:25]([O:24][C@@H:6]3[O:7][C@H:8]([CH2:19][OH:20])[C@@H:9]([OH:15])[C@H:10]([OH:11])[C@H:5]3[OH:4])=[N:26][NH:27][C:28]=2[CH:44]([CH3:46])[CH3:45])=[C:32]([CH3:43])[CH:33]=1)=[O:42]. (7) Given the reactants Cl.N1CCC(C2C=CC(C#N)=CC=2)CC1.[Cl:16][C:17]1[N:18]=[CH:19][N:20]2[CH:25]=[CH:24][C:23]([CH:26]3[CH2:31][CH2:30][N:29](C(OC(C)(C)C)=O)[CH2:28][CH2:27]3)=[CH:22][C:21]=12.C(C1C=CC(C2CCN(C(OC(C)(C)C)=O)CC2)=CC=1)#N, predict the reaction product. The product is: [ClH:16].[Cl:16][C:17]1[N:18]=[CH:19][N:20]2[CH:25]=[CH:24][C:23]([CH:26]3[CH2:31][CH2:30][NH:29][CH2:28][CH2:27]3)=[CH:22][C:21]=12. (8) Given the reactants [CH2:1]([O:8][C:9]1[CH:14]=[CH:13][C:12]([CH2:15][CH:16]([OH:20])[C:17]([OH:19])=[O:18])=[CH:11][CH:10]=1)[C:2]1[CH:7]=[CH:6][CH:5]=[CH:4][CH:3]=1.S(=O)(=O)(O)O.[CH3:26]O, predict the reaction product. The product is: [OH:20][C@@H:16]([CH2:15][C:12]1[CH:13]=[CH:14][C:9]([O:8][CH2:1][C:2]2[CH:7]=[CH:6][CH:5]=[CH:4][CH:3]=2)=[CH:10][CH:11]=1)[C:17]([O:19][CH3:26])=[O:18].